Task: Predict the reactants needed to synthesize the given product.. Dataset: Full USPTO retrosynthesis dataset with 1.9M reactions from patents (1976-2016) (1) The reactants are: Br[C:2]1[O:6][C:5]([C:7]2[CH:16]=[CH:15][C:10]([C:11]([O:13][CH3:14])=[O:12])=[CH:9][CH:8]=2)=[N:4][CH:3]=1.[F:17][C:18]1[CH:23]=[C:22]([F:24])[CH:21]=[CH:20][C:19]=1B(O)O.[F-].[Cs+]. Given the product [F:17][C:18]1[CH:23]=[C:22]([F:24])[CH:21]=[CH:20][C:19]=1[C:2]1[O:6][C:5]([C:7]2[CH:16]=[CH:15][C:10]([C:11]([O:13][CH3:14])=[O:12])=[CH:9][CH:8]=2)=[N:4][CH:3]=1, predict the reactants needed to synthesize it. (2) Given the product [F:1][C:2]1[CH:7]=[CH:6][C:5]([CH2:8][O:9][C:10]2[CH:19]=[CH:18][C:17]([C:20]3[CH:24]=[N:23][N:22]([CH2:28][CH2:27][O:26][CH3:25])[CH:21]=3)=[CH:16][C:11]=2[C:12]([O:14][CH3:15])=[O:13])=[CH:4][CH:3]=1, predict the reactants needed to synthesize it. The reactants are: [F:1][C:2]1[CH:7]=[CH:6][C:5]([CH2:8][O:9][C:10]2[CH:19]=[CH:18][C:17]([C:20]3[CH:21]=[N:22][NH:23][CH:24]=3)=[CH:16][C:11]=2[C:12]([O:14][CH3:15])=[O:13])=[CH:4][CH:3]=1.[CH3:25][O:26][CH2:27][CH2:28]Br.C(=O)([O-])[O-].[K+].[K+]. (3) The reactants are: [CH2:1]([C:3]1[CH:8]=[CH:7][C:6]([C:9]([N:11]2[CH2:16][CH2:15][CH:14]([C:17]([NH:19][C:20]3[CH:25]=[CH:24][C:23]([N:26]4[CH2:31][CH2:30][O:29][CH2:28][CH2:27]4)=[C:22]([F:32])[CH:21]=3)=O)[CH2:13][CH2:12]2)=O)=[CH:5][CH:4]=1)[CH3:2].[H-].[H-].[H-].[H-].[Li+].[Al+3].[OH-].[Na+].S([O-])([O-])(=O)=O.[Na+].[Na+]. Given the product [CH2:1]([C:3]1[CH:8]=[CH:7][C:6]([CH2:9][N:11]2[CH2:12][CH2:13][CH:14]([CH2:17][NH:19][C:20]3[CH:25]=[CH:24][C:23]([N:26]4[CH2:27][CH2:28][O:29][CH2:30][CH2:31]4)=[C:22]([F:32])[CH:21]=3)[CH2:15][CH2:16]2)=[CH:5][CH:4]=1)[CH3:2], predict the reactants needed to synthesize it. (4) Given the product [CH3:26][C:22]([C:19]1[CH:20]=[CH:21][C:16]([CH2:15][C:5]2[C:4]3[C:9](=[CH:10][CH:11]=[C:2]([N:34]4[CH2:35][CH2:36][N:31]([S:28]([CH3:27])(=[O:30])=[O:29])[CH2:32][CH2:33]4)[CH:3]=3)[N:8]=[CH:7][C:6]=2[N+:12]([O-:14])=[O:13])=[CH:17][CH:18]=1)([CH3:25])[C:23]#[N:24], predict the reactants needed to synthesize it. The reactants are: Br[C:2]1[CH:3]=[C:4]2[C:9](=[CH:10][CH:11]=1)[N:8]=[CH:7][C:6]([N+:12]([O-:14])=[O:13])=[C:5]2[CH2:15][C:16]1[CH:21]=[CH:20][C:19]([C:22]([CH3:26])([CH3:25])[C:23]#[N:24])=[CH:18][CH:17]=1.[CH3:27][S:28]([N:31]1[CH2:36][CH2:35][NH:34][CH2:33][CH2:32]1)(=[O:30])=[O:29].C([O-])([O-])=O.[Cs+].[Cs+].C1C=CC(P(C2C(C3C(P(C4C=CC=CC=4)C4C=CC=CC=4)=CC=C4C=3C=CC=C4)=C3C(C=CC=C3)=CC=2)C2C=CC=CC=2)=CC=1. (5) Given the product [C:10]1([N:9]=[N:8][C:3]2[CH:4]=[CH:5][CH:6]=[CH:7][C:2]=2[C:16]#[N:17])[CH:15]=[CH:14][CH:13]=[CH:12][CH:11]=1, predict the reactants needed to synthesize it. The reactants are: I[C:2]1[CH:7]=[CH:6][CH:5]=[CH:4][C:3]=1[N:8]=[N:9][C:10]1[CH:15]=[CH:14][CH:13]=[CH:12][CH:11]=1.[C:16]([Cu])#[N:17]. (6) Given the product [CH3:50][C:45]1[C:44]([NH:41][C:42]([N:27]2[C:17]3[N:18]=[C:19]([N:21]4[CH2:26][CH2:25][O:24][CH2:23][CH2:22]4)[N:20]=[C:15]([C:12]4[CH:11]=[N:10][C:9]([N:8]([CH2:7][C:6]5[CH:5]=[CH:4][C:3]([O:2][CH3:1])=[CH:40][CH:39]=5)[CH2:30][C:31]5[CH:32]=[CH:33][C:34]([O:37][CH3:38])=[CH:35][CH:36]=5)=[N:14][CH:13]=4)[C:16]=3[CH2:29][CH2:28]2)=[O:43])=[CH:49][CH:48]=[CH:47][N:46]=1, predict the reactants needed to synthesize it. The reactants are: [CH3:1][O:2][C:3]1[CH:40]=[CH:39][C:6]([CH2:7][N:8]([CH2:30][C:31]2[CH:36]=[CH:35][C:34]([O:37][CH3:38])=[CH:33][CH:32]=2)[C:9]2[N:14]=[CH:13][C:12]([C:15]3[C:16]4[CH2:29][CH2:28][NH:27][C:17]=4[N:18]=[C:19]([N:21]4[CH2:26][CH2:25][O:24][CH2:23][CH2:22]4)[N:20]=3)=[CH:11][N:10]=2)=[CH:5][CH:4]=1.[N:41]([C:44]1[C:45]([CH3:50])=[N:46][CH:47]=[CH:48][CH:49]=1)=[C:42]=[O:43].NC(N)=O. (7) The reactants are: [CH2:1]([N:3]1[C:11]2[C:6](=[CH:7][CH:8]=[CH:9][C:10]=2[F:12])[CH2:5][C:4]1=[O:13])[CH3:2].[N+:14]([O-])([O-:16])=[O:15].[Na+]. Given the product [CH2:1]([N:3]1[C:11]2[C:6](=[CH:7][C:8]([N+:14]([O-:16])=[O:15])=[CH:9][C:10]=2[F:12])[CH2:5][C:4]1=[O:13])[CH3:2], predict the reactants needed to synthesize it.